Dataset: Forward reaction prediction with 1.9M reactions from USPTO patents (1976-2016). Task: Predict the product of the given reaction. (1) Given the reactants [CH3:1][N:2]1[C:6]2=[N:7][CH:8]=[C:9]([C:11]#[N:12])[CH:10]=[C:5]2[CH:4]=[CH:3]1, predict the reaction product. The product is: [CH3:1][N:2]1[C:6]2=[N:7][CH:8]=[C:9]([CH2:11][NH2:12])[CH:10]=[C:5]2[CH:4]=[CH:3]1. (2) Given the reactants [Cl:1][C:2]1[CH:22]=[CH:21][C:20]([Cl:23])=[CH:19][C:3]=1[CH2:4][N:5]1[C:9]([CH:10]=[O:11])=[C:8](I)[N:7]=[C:6]1[C:13]1[CH:14]=[N:15][CH:16]=[CH:17][CH:18]=1.[C:24]1(B(O)O)[CH:29]=[CH:28][CH:27]=[CH:26][CH:25]=1.C(=O)([O-])[O-].[Cs+].[Cs+], predict the reaction product. The product is: [Cl:1][C:2]1[CH:22]=[CH:21][C:20]([Cl:23])=[CH:19][C:3]=1[CH2:4][N:5]1[C:9]([CH:10]=[O:11])=[C:8]([C:24]2[CH:29]=[CH:28][CH:27]=[CH:26][CH:25]=2)[N:7]=[C:6]1[C:13]1[CH:14]=[N:15][CH:16]=[CH:17][CH:18]=1. (3) Given the reactants O[CH2:2][C@@H:3]([NH2:8])[CH2:4][CH:5]([CH3:7])[CH3:6].[CH3:9][C:10]1[CH:15]=[CH:14][C:13]([N+:16]([O-:18])=[O:17])=[CH:12][C:11]=1[N:19]=[C:20]=[S:21], predict the reaction product. The product is: [CH3:9][C:10]1[CH:15]=[CH:14][C:13]([N+:16]([O-:18])=[O:17])=[CH:12][C:11]=1[N:19]=[C:20]1[NH:8][C@@H:3]([CH2:4][CH:5]([CH3:7])[CH3:6])[CH2:2][S:21]1. (4) Given the reactants [CH2:1]([O:8][C:9]1[CH:10]=[C:11]2[C:16](=[CH:17][CH:18]=1)[N:15]=[CH:14][C:13]([N+:19]([O-])=O)=[C:12]2[NH:22][CH2:23][CH2:24][CH2:25][CH2:26][NH:27][C:28](=[O:34])[O:29][C:30]([CH3:33])([CH3:32])[CH3:31])[C:2]1[CH:7]=[CH:6][CH:5]=[CH:4][CH:3]=1, predict the reaction product. The product is: [NH2:19][C:13]1[CH:14]=[N:15][C:16]2[C:11]([C:12]=1[NH:22][CH2:23][CH2:24][CH2:25][CH2:26][NH:27][C:28](=[O:34])[O:29][C:30]([CH3:33])([CH3:32])[CH3:31])=[CH:10][C:9]([O:8][CH2:1][C:2]1[CH:3]=[CH:4][CH:5]=[CH:6][CH:7]=1)=[CH:18][CH:17]=2. (5) The product is: [F:23][C:18]1[CH:17]=[C:16]([CH:21]=[CH:20][C:19]=1[F:22])[O:15][C:5]([CH3:14])([CH2:6][C:7]1[CH:12]=[CH:11][C:10]([O:13][CH2:43][CH2:42][C:27]2[N:28]=[C:29]([C:31]3[CH:36]=[CH:35][C:34]([C:37]4[S:38][CH:39]=[CH:40][CH:41]=4)=[CH:33][CH:32]=3)[O:30][C:26]=2[CH3:25])=[CH:9][CH:8]=1)[C:4]([OH:3])=[O:24]. Given the reactants C([O:3][C:4](=[O:24])[C:5]([O:15][C:16]1[CH:21]=[CH:20][C:19]([F:22])=[C:18]([F:23])[CH:17]=1)([CH3:14])[CH2:6][C:7]1[CH:12]=[CH:11][C:10]([OH:13])=[CH:9][CH:8]=1)C.[CH3:25][C:26]1[O:30][C:29]([C:31]2[CH:36]=[CH:35][C:34]([C:37]3[S:38][CH:39]=[CH:40][CH:41]=3)=[CH:33][CH:32]=2)=[N:28][C:27]=1[CH2:42][CH2:43]OS(C1C=CC(C)=CC=1)(=O)=O.C([O-])([O-])=O.[K+].[K+].[OH-].[Na+], predict the reaction product. (6) Given the reactants [OH:1][C:2]1[CH:7]=[CH:6][CH:5]=[CH:4][C:3]=1[C:8]1[C:12]2[CH:13]=[C:14]([O:17][CH2:18][C:19]3[CH:24]=[CH:23][C:22]([C@@H:25]([C:32]#[C:33][CH3:34])[CH2:26][C:27]([O:29][CH2:30][CH3:31])=[O:28])=[CH:21][CH:20]=3)[CH:15]=[CH:16][C:11]=2[S:10][CH:9]=1.Br[CH2:36][CH2:37][O:38][CH3:39].N, predict the reaction product. The product is: [CH3:39][O:38][CH2:37][CH2:36][O:1][C:2]1[CH:7]=[CH:6][CH:5]=[CH:4][C:3]=1[C:8]1[C:12]2[CH:13]=[C:14]([O:17][CH2:18][C:19]3[CH:24]=[CH:23][C:22]([C@@H:25]([C:32]#[C:33][CH3:34])[CH2:26][C:27]([O:29][CH2:30][CH3:31])=[O:28])=[CH:21][CH:20]=3)[CH:15]=[CH:16][C:11]=2[S:10][CH:9]=1. (7) Given the reactants Cl.Cl.[CH3:3][N:4]([CH3:12])[C:5]1[CH:10]=[CH:9][CH:8]=[C:7]([NH2:11])[CH:6]=1.C(N(CC)CC)C.[CH2:20]([O:22][C:23](=[O:37])[CH:24]([CH2:28][C:29](=O)[C:30]1[CH:35]=[CH:34][CH:33]=[CH:32][CH:31]=1)[C:25](=O)[CH3:26])[CH3:21].CC1C=CC(S(O)(=O)=O)=CC=1, predict the reaction product. The product is: [CH2:20]([O:22][C:23]([C:24]1[CH:28]=[C:29]([C:30]2[CH:35]=[CH:34][CH:33]=[CH:32][CH:31]=2)[N:11]([C:7]2[CH:8]=[CH:9][CH:10]=[C:5]([N:4]([CH3:12])[CH3:3])[CH:6]=2)[C:25]=1[CH3:26])=[O:37])[CH3:21]. (8) Given the reactants [CH2:1]([O:3][C:4]1[C:5]([CH:10]=O)=[N:6][CH:7]=[CH:8][N:9]=1)[CH3:2].Cl.[NH2:13][OH:14].C(=O)([O-])O.[Na+], predict the reaction product. The product is: [CH2:1]([O:3][C:4]1[C:5]([CH:10]=[N:13][OH:14])=[N:6][CH:7]=[CH:8][N:9]=1)[CH3:2]. (9) Given the reactants [CH:1]1([C:4]2[N:14]=[C:7]3[N:8]=[C:9]([CH3:13])[CH:10]=[C:11](O)[N:6]3[N:5]=2)[CH2:3][CH2:2]1.P(Cl)(Cl)([Cl:17])=O.C([O-])([O-])=O.[Na+].[Na+], predict the reaction product. The product is: [Cl:17][C:11]1[N:6]2[N:5]=[C:4]([CH:1]3[CH2:3][CH2:2]3)[N:14]=[C:7]2[N:8]=[C:9]([CH3:13])[CH:10]=1. (10) Given the reactants [F:1][C:2]1[CH:3]=[C:4]([C@H:9]2[N:17]3[C@@H:12]([CH2:13][CH2:14][CH:15](I)[C:16]3=[O:18])[CH2:11][CH2:10]2)[CH:5]=[CH:6][C:7]=1[F:8].[P:20]([O:27]CC)([O:24][CH2:25][CH3:26])[O:21][CH2:22][CH3:23], predict the reaction product. The product is: [F:1][C:2]1[CH:3]=[C:4]([C@H:9]2[N:17]3[C@@H:12]([CH2:13][CH2:14][CH:15]([P:20](=[O:27])([O:24][CH2:25][CH3:26])[O:21][CH2:22][CH3:23])[C:16]3=[O:18])[CH2:11][CH2:10]2)[CH:5]=[CH:6][C:7]=1[F:8].